From a dataset of Peptide-MHC class I binding affinity with 185,985 pairs from IEDB/IMGT. Regression. Given a peptide amino acid sequence and an MHC pseudo amino acid sequence, predict their binding affinity value. This is MHC class I binding data. (1) The peptide sequence is TVYDDAARR. The MHC is HLA-A31:01 with pseudo-sequence HLA-A31:01. The binding affinity (normalized) is 0.348. (2) The peptide sequence is SLYNTIATL. The MHC is HLA-A02:01 with pseudo-sequence HLA-A02:01. The binding affinity (normalized) is 0.462. (3) The binding affinity (normalized) is 0.0847. The MHC is HLA-A26:01 with pseudo-sequence HLA-A26:01. The peptide sequence is EELRSLYNTV. (4) The peptide sequence is MSDIFHALV. The MHC is HLA-B07:02 with pseudo-sequence HLA-B07:02. The binding affinity (normalized) is 0.0847. (5) The peptide sequence is YLALGVFLLIV. The MHC is HLA-A02:06 with pseudo-sequence HLA-A02:06. The binding affinity (normalized) is 0.472. (6) The peptide sequence is DPRDDLSGM. The MHC is HLA-A69:01 with pseudo-sequence HLA-A69:01. The binding affinity (normalized) is 0.0847.